Predict which catalyst facilitates the given reaction. From a dataset of Catalyst prediction with 721,799 reactions and 888 catalyst types from USPTO. (1) Reactant: C([Li])CCC.CCCCCC.[C:12](#[N:14])[CH3:13].Br[C:16]1[CH:21]=[CH:20][CH:19]=[C:18]([O:22][CH3:23])[N:17]=1. Product: [CH3:23][O:22][C:18]1[N:17]=[C:16]([CH2:13][C:12]#[N:14])[CH:21]=[CH:20][CH:19]=1. The catalyst class is: 1. (2) Reactant: [CH2:1]([O:3][C:4]([N:6]1[CH2:11][CH2:10][N:9]([C:12](=[O:38])[C@@H:13]([NH:23][C:24]([C:26]2[CH:30]=[C:29]([OH:31])[N:28]([C:32]3[CH:37]=[CH:36][CH:35]=[CH:34][CH:33]=3)[N:27]=2)=[O:25])[CH2:14][CH2:15][C:16]([O:18][C:19]([CH3:22])([CH3:21])[CH3:20])=[O:17])[CH2:8][CH2:7]1)=[O:5])[CH3:2].Br[CH2:40][C:41]([O:43][CH2:44][C:45]1[CH:50]=[CH:49][CH:48]=[CH:47][CH:46]=1)=[O:42].C(=O)([O-])[O-].[Cs+].[Cs+]. Product: [CH2:1]([O:3][C:4]([N:6]1[CH2:11][CH2:10][N:9]([C:12](=[O:38])[C@@H:13]([NH:23][C:24]([C:26]2[CH:30]=[C:29]([O:31][CH2:40][C:41]([O:43][CH2:44][C:45]3[CH:50]=[CH:49][CH:48]=[CH:47][CH:46]=3)=[O:42])[N:28]([C:32]3[CH:37]=[CH:36][CH:35]=[CH:34][CH:33]=3)[N:27]=2)=[O:25])[CH2:14][CH2:15][C:16]([O:18][C:19]([CH3:22])([CH3:21])[CH3:20])=[O:17])[CH2:8][CH2:7]1)=[O:5])[CH3:2]. The catalyst class is: 39. (3) Product: [CH2:1]([N:8]1[CH2:13][CH2:12][CH2:11][CH:10]([CH2:14][NH:15][C:16](=[O:17])[O:18][C:19]([CH3:22])([CH3:21])[CH3:20])[CH2:9]1)[C:2]1[CH:7]=[CH:6][CH:5]=[CH:4][CH:3]=1. The catalyst class is: 10. Reactant: [CH2:1]([N:8]1[CH2:13][CH2:12][CH2:11][CH:10]([CH2:14][NH2:15])[CH2:9]1)[C:2]1[CH:7]=[CH:6][CH:5]=[CH:4][CH:3]=1.[C:16](O[C:16]([O:18][C:19]([CH3:22])([CH3:21])[CH3:20])=[O:17])([O:18][C:19]([CH3:22])([CH3:21])[CH3:20])=[O:17].C(N(CC)CC)C. (4) Reactant: [Br:1][C:2]1[C:7]([O:8][CH2:9][C:10]([C:12]2[C:17]([F:18])=[CH:16][CH:15]=[CH:14][C:13]=2[F:19])=O)=[CH:6][CH:5]=[CH:4][N:3]=1.C([BH3-])#[N:21].[Na+].CCOC(C)=O.CCCCCC.O. Product: [Br:1][C:2]1[C:7]([O:8][CH2:9][CH:10]([NH2:21])[C:12]2[C:17]([F:18])=[CH:16][CH:15]=[CH:14][C:13]=2[F:19])=[CH:6][CH:5]=[CH:4][N:3]=1. The catalyst class is: 5.